Dataset: Forward reaction prediction with 1.9M reactions from USPTO patents (1976-2016). Task: Predict the product of the given reaction. Given the reactants [Br:1][C:2]1[C:3]([F:17])=[CH:4][C:5]2[O:11][CH2:10][CH2:9][N:8]3[CH:12]=[C:13](I)[N:14]=[C:7]3[C:6]=2[CH:16]=1.C[Si](N[Si](C)(C)C)(C)C.C[N:28](C)[CH:29]=[O:30], predict the reaction product. The product is: [Br:1][C:2]1[C:3]([F:17])=[CH:4][C:5]2[O:11][CH2:10][CH2:9][N:8]3[CH:12]=[C:13]([C:29]([NH2:28])=[O:30])[N:14]=[C:7]3[C:6]=2[CH:16]=1.